From a dataset of Peptide-MHC class I binding affinity with 185,985 pairs from IEDB/IMGT. Regression. Given a peptide amino acid sequence and an MHC pseudo amino acid sequence, predict their binding affinity value. This is MHC class I binding data. The peptide sequence is AGLLFVLL. The MHC is H-2-Kb with pseudo-sequence H-2-Kb. The binding affinity (normalized) is 0.759.